This data is from hERG Central: cardiac toxicity at 1µM, 10µM, and general inhibition. The task is: Predict hERG channel inhibition at various concentrations. The compound is Cc1ccc2nc(C)c(CN3CCN(c4ccc([N+](=O)[O-])cc4Cl)CC3)n2c1. Results: hERG_inhib (hERG inhibition (general)): blocker.